Dataset: Full USPTO retrosynthesis dataset with 1.9M reactions from patents (1976-2016). Task: Predict the reactants needed to synthesize the given product. Given the product [Cl:43][C:44]1[C:45]([C:46]([NH:1][C:2]2[CH:36]=[CH:35][CH:34]=[C:4]([C:5](=[O:6])[NH:7][C:8]3[C:13]([Br:14])=[CH:12][C:11]([C:15]([C:26]4[CH:31]=[CH:30][C:29]([Cl:32])=[CH:28][CH:27]=4)([N:20]4[CH:24]=[C:23]([Cl:25])[CH:22]=[N:21]4)[C:16]([F:17])([F:18])[F:19])=[CH:10][C:9]=3[Br:33])[CH:3]=2)=[O:47])=[CH:49][CH:50]=[CH:51][N:52]=1, predict the reactants needed to synthesize it. The reactants are: [NH2:1][C:2]1[CH:3]=[C:4]([CH:34]=[CH:35][CH:36]=1)[C:5]([NH:7][C:8]1[C:13]([Br:14])=[CH:12][C:11]([C:15]([C:26]2[CH:31]=[CH:30][C:29]([Cl:32])=[CH:28][CH:27]=2)([N:20]2[CH:24]=[C:23]([Cl:25])[CH:22]=[N:21]2)[C:16]([F:19])([F:18])[F:17])=[CH:10][C:9]=1[Br:33])=[O:6].N1C=CC=CC=1.[Cl:43][C:44]1[N:52]=[CH:51][CH:50]=[CH:49][C:45]=1[C:46](Cl)=[O:47].O.